This data is from Forward reaction prediction with 1.9M reactions from USPTO patents (1976-2016). The task is: Predict the product of the given reaction. (1) The product is: [O:4]1[C:5]2([CH2:6][CH2:7][C:8]([C:21]3[CH:22]=[CH:23][C:24]([NH:27][C:28](=[O:37])[O:29][CH2:30][C:31]4[CH:36]=[CH:35][CH:34]=[CH:33][CH:32]=4)=[CH:25][CH:26]=3)=[CH:9][CH2:10]2)[O:1][CH2:2][CH2:3]1. Given the reactants [O:1]1[C:5]2([CH2:10][CH:9]=[C:8](B3OC(C)(C)C(C)(C)O3)[CH2:7][CH2:6]2)[O:4][CH2:3][CH2:2]1.Br[C:21]1[CH:26]=[CH:25][C:24]([NH:27][C:28](=[O:37])[O:29][CH2:30][C:31]2[CH:36]=[CH:35][CH:34]=[CH:33][CH:32]=2)=[CH:23][CH:22]=1, predict the reaction product. (2) Given the reactants [Br:1][C:2]1[CH:3]=[C:4]([N:8]2[C:12]3=[N:13][CH:14]=[C:15]([C:17]4[CH:21]=[CH:20][N:19]([CH3:22])[N:18]=4)[CH:16]=[C:11]3[C:10]([C:23](O)=[O:24])=[N:9]2)[CH:5]=[CH:6][CH:7]=1.[Cl-].[NH4+:27], predict the reaction product. The product is: [Br:1][C:2]1[CH:3]=[C:4]([N:8]2[C:12]3=[N:13][CH:14]=[C:15]([C:17]4[CH:21]=[CH:20][N:19]([CH3:22])[N:18]=4)[CH:16]=[C:11]3[C:10]([C:23]([NH2:27])=[O:24])=[N:9]2)[CH:5]=[CH:6][CH:7]=1. (3) The product is: [Cl:18][C:19]1[CH:20]=[CH:21][C:22]([OH:36])=[C:23]([C:25]2[S:26][CH:27]=[C:28]([CH2:30][C:31]([OH:33])=[O:32])[N:29]=2)[CH:24]=1. Given the reactants ClC1C=CC(O)=C(CC2SC=C(C(O)=O)N=2)C=1.[Cl:18][C:19]1[CH:20]=[CH:21][C:22]([O:36]CC2C=CC=CC=2)=[C:23]([C:25]2[S:26][CH:27]=[C:28]([CH2:30][C:31]([O:33]CC)=[O:32])[N:29]=2)[CH:24]=1, predict the reaction product.